Task: Predict the reactants needed to synthesize the given product.. Dataset: Full USPTO retrosynthesis dataset with 1.9M reactions from patents (1976-2016) (1) The reactants are: C(OC([N:8]1[CH2:16][C:15]2[C:10](=[CH:11][C:12]([N:18]3[CH2:23][CH2:22][CH2:21][CH2:20][CH2:19]3)=[C:13]([Cl:17])[CH:14]=2)[CH2:9]1)=O)(C)(C)C.Cl. Given the product [ClH:17].[Cl:17][C:13]1[CH:14]=[C:15]2[C:10](=[CH:11][C:12]=1[N:18]1[CH2:23][CH2:22][CH2:21][CH2:20][CH2:19]1)[CH2:9][NH:8][CH2:16]2, predict the reactants needed to synthesize it. (2) Given the product [CH3:1][O:2][C:3]([C:5]1[CH:22]=[CH:21][C:8]2[N:9]=[C:10]([C:12]3[C:17]([CH3:18])=[CH:16][C:15]([O:19][S:39]([C:42]([F:45])([F:44])[F:43])(=[O:41])=[O:40])=[CH:14][C:13]=3[CH3:20])[NH:11][C:7]=2[CH:6]=1)=[O:4], predict the reactants needed to synthesize it. The reactants are: [CH3:1][O:2][C:3]([C:5]1[CH:22]=[CH:21][C:8]2[N:9]=[C:10]([C:12]3[C:17]([CH3:18])=[CH:16][C:15]([OH:19])=[CH:14][C:13]=3[CH3:20])[NH:11][C:7]=2[CH:6]=1)=[O:4].C(N(C(C)C)CC)(C)C.C1(N([S:39]([C:42]([F:45])([F:44])[F:43])(=[O:41])=[O:40])[S:39]([C:42]([F:45])([F:44])[F:43])(=[O:41])=[O:40])C=CC=CC=1. (3) Given the product [ClH:21].[NH:9]1[CH2:8][CH2:7][CH2:6][C:12](=[O:13])[CH2:11][CH2:10]1, predict the reactants needed to synthesize it. The reactants are: C(OC([CH:6]1[C:12](=[O:13])[CH2:11][CH2:10][N:9](C(OC(C)(C)C)=O)[CH2:8][CH2:7]1)=O)C.[ClH:21]. (4) Given the product [Cl:22][C:23]1[CH:24]=[C:25]([CH2:28][O:18][C:15]2[CH:16]=[CH:17][N:12]([C:9]3[CH:10]=[CH:11][C:6]4[N:7]([C:20]([CH3:21])=[C:4]([CH:1]5[CH2:3][CH2:2]5)[N:5]=4)[CH:8]=3)[C:13](=[O:19])[CH:14]=2)[S:26][CH:27]=1, predict the reactants needed to synthesize it. The reactants are: [CH:1]1([C:4]2[N:5]=[C:6]3[CH:11]=[CH:10][C:9]([N:12]4[CH:17]=[CH:16][C:15]([OH:18])=[CH:14][C:13]4=[O:19])=[CH:8][N:7]3[C:20]=2[CH3:21])[CH2:3][CH2:2]1.[Cl:22][C:23]1[CH:24]=[C:25]([CH2:28]O)[S:26][CH:27]=1.C(P(CCCC)CCCC)CCC.N(C(N1CCCCC1)=O)=NC(N1CCCCC1)=O. (5) Given the product [Br:1][C:2]1[N:7]=[C:6]([CH:8]([N:9]2[CH2:10][CH2:11][S:12](=[O:15])(=[O:16])[CH2:13][CH2:14]2)[CH2:26][OH:27])[CH:5]=[CH:4][CH:3]=1, predict the reactants needed to synthesize it. The reactants are: [Br:1][C:2]1[N:7]=[C:6]([CH2:8][N:9]2[CH2:14][CH2:13][S:12](=[O:16])(=[O:15])[CH2:11][CH2:10]2)[CH:5]=[CH:4][CH:3]=1.N1([CH2:26][OH:27])C2C=CC=CC=2N=N1.[Li+].CC([N-]C(C)C)C. (6) Given the product [CH2:23]([N:11]1[C:6]2[C:7](=[N:8][C:3]([O:2][CH3:1])=[CH:4][CH:5]=2)[CH:9]=[C:10]1[C:12]([O:14][CH3:15])=[O:13])[CH3:24], predict the reactants needed to synthesize it. The reactants are: [CH3:1][O:2][C:3]1[N:8]=[C:7]2[CH:9]=[C:10]([C:12]([O:14][CH3:15])=[O:13])[NH:11][C:6]2=[CH:5][CH:4]=1.C([O-])([O-])=O.[K+].[K+].Br[CH2:23][CH3:24].